From a dataset of Reaction yield outcomes from USPTO patents with 853,638 reactions. Predict the reaction yield, written as a fraction of the theoretical maximum amount of product (1.0 means a 100% yield; for example, 0.34 means a 34% yield). (1) The reactants are [OH:1][CH2:2][CH2:3][C:4]1[CH:5]=[CH:6][C:7]2[S:12][CH2:11][C:10](=[O:13])[NH:9][C:8]=2[CH:14]=1.C(N(CC)CC)C.CC=C(C)C.[CH3:27][S:28](Cl)(=[O:30])=[O:29]. The catalyst is C(Cl)Cl. The product is [O:13]=[C:10]1[NH:9][C:8]2[CH:14]=[C:4]([CH2:3][CH2:2][O:1][S:28]([CH3:27])(=[O:30])=[O:29])[CH:5]=[CH:6][C:7]=2[S:12][CH2:11]1. The yield is 0.750. (2) The reactants are [F:1][C:2]1[CH:7]=[C:6]([F:8])[CH:5]=[C:4]([F:9])[CH:3]=1.[Al+3].[Cl-].[Cl-].[Cl-].Cl.[Cl:15][CH2:16][C:17](Cl)=[O:18]. The catalyst is ClC(Cl)C. The product is [Cl:15][CH2:16][C:17]([C:7]1[C:2]([F:1])=[CH:3][C:4]([F:9])=[CH:5][C:6]=1[F:8])=[O:18]. The yield is 0.510. (3) The reactants are [Cl:1][C:2]1[CH:10]=[C:9]2[C:5]([C:6]([C:11]([O:13][CH3:14])=[O:12])=[CH:7][NH:8]2)=[CH:4][C:3]=1B1OCC(C)(C)CO1.Br[C:24]1[CH:36]=[CH:35][C:27]([O:28][CH2:29][C@@H:30]2[CH2:34][CH2:33][CH2:32][NH:31]2)=[CH:26][CH:25]=1.C(=O)([O-])[O-].[K+].[K+].C(OCC)(=O)C. The catalyst is C1(C)C=CC=CC=1.C(O)C.C1C=CC(P(C2C=CC=CC=2)[C-]2C=CC=C2)=CC=1.C1C=CC(P(C2C=CC=CC=2)[C-]2C=CC=C2)=CC=1.Cl[Pd]Cl.[Fe+2]. The product is [Cl:1][C:2]1[CH:10]=[C:9]2[C:5]([C:6]([C:11]([O:13][CH3:14])=[O:12])=[CH:7][NH:8]2)=[CH:4][C:3]=1[C:24]1[CH:36]=[CH:35][C:27]([O:28][CH2:29][C@@H:30]2[CH2:34][CH2:33][CH2:32][NH:31]2)=[CH:26][CH:25]=1. The yield is 0.420. (4) The reactants are [N:1]1[CH:6]=[C:5]([O:7][C:8]2[CH:9]=[C:10]([C:14]3[C:15]4[O:22][C:21]([CH:23]=O)=[CH:20][C:16]=4[CH:17]=[N:18][CH:19]=3)[CH:11]=[CH:12][CH:13]=2)[CH:4]=[N:3][CH:2]=1.[CH2:25]1[S:31][C:29](=[O:30])[NH:28][C:26]1=[O:27].NCCC(O)=O. The catalyst is C(O)(=O)C. The product is [N:1]1[CH:6]=[C:5]([O:7][C:8]2[CH:9]=[C:10]([C:14]3[C:15]4[O:22][C:21](/[CH:23]=[C:25]5/[C:26](=[O:27])[NH:28][C:29](=[O:30])[S:31]/5)=[CH:20][C:16]=4[CH:17]=[N:18][CH:19]=3)[CH:11]=[CH:12][CH:13]=2)[CH:4]=[N:3][CH:2]=1. The yield is 0.680. (5) The reactants are [CH3:1][S:2]([C:5]1[CH:10]=[CH:9][C:8]([C:11]2[N:16]3[N:17]=[C:18]([NH2:20])[N:19]=[C:15]3[CH:14]=[CH:13][CH:12]=2)=[CH:7][CH:6]=1)(=[O:4])=[O:3].Br[C:22]1[CH:27]=[CH:26][C:25]([O:28][CH3:29])=[CH:24][CH:23]=1. No catalyst specified. The product is [CH3:1][S:2]([C:5]1[CH:10]=[CH:9][C:8]([C:11]2[N:16]3[N:17]=[C:18]([NH:20][C:22]4[CH:27]=[CH:26][C:25]([O:28][CH3:29])=[CH:24][CH:23]=4)[N:19]=[C:15]3[CH:14]=[CH:13][CH:12]=2)=[CH:7][CH:6]=1)(=[O:3])=[O:4]. The yield is 0.110. (6) The product is [Cl:37][C:31]1[C:32]([Cl:36])=[CH:33][CH:34]=[CH:35][C:30]=1[N:27]1[CH2:26][CH2:25][N:24]([CH2:23][C:22]2[CH:21]=[C:20]([CH:40]=[CH:39][CH:38]=2)[O:1][C:2]2[CH:11]=[C:10]3[C:5]([CH2:6][CH2:7][C:8](=[O:12])[NH:9]3)=[CH:4][CH:3]=2)[CH2:29][CH2:28]1. The catalyst is CN1C(=O)CCC1.Cl[Cu]. The yield is 0.380. The reactants are [OH:1][C:2]1[CH:11]=[C:10]2[C:5]([CH2:6][CH2:7][C:8](=[O:12])[NH:9]2)=[CH:4][CH:3]=1.C([O-])([O-])=O.[Cs+].[Cs+].Br[C:20]1[CH:21]=[C:22]([CH:38]=[CH:39][CH:40]=1)[CH2:23][N:24]1[CH2:29][CH2:28][N:27]([C:30]2[CH:35]=[CH:34][CH:33]=[C:32]([Cl:36])[C:31]=2[Cl:37])[CH2:26][CH2:25]1.CC(C(CC(C(C)(C)C)=O)=O)(C)C. (7) The reactants are Br[C:2]1[C:11]([O:12][C@H:13]2[CH2:18][CH2:17][C@H:16]([C:19]([CH3:22])([CH3:21])[CH3:20])[CH2:15][CH2:14]2)=[CH:10][CH:9]=[C:8]2[C:3]=1[CH:4]=[CH:5][C:6]([C@:23]1([CH3:29])[CH2:27][O:26][C:25](=[O:28])[NH:24]1)=[CH:7]2.[Cl:30]C1C(O)=CC=C2C=1C=CC([C@]1(C)COC(=O)N1)=C2. No catalyst specified. The product is [C:19]([C@H:16]1[CH2:17][CH2:18][C@H:13]([O:12][C:11]2[C:2]([Cl:30])=[C:3]3[C:8](=[CH:9][CH:10]=2)[CH:7]=[C:6]([C@:23]2([CH3:29])[CH2:27][O:26][C:25](=[O:28])[NH:24]2)[CH:5]=[CH:4]3)[CH2:14][CH2:15]1)([CH3:22])([CH3:21])[CH3:20]. The yield is 0.570. (8) The reactants are C(OC([N:8]1[C:12]2=[N:13][C:14]([N:17]3[CH2:22][CH2:21][N:20]([C:23]([O:25][C:26]([CH3:29])([CH3:28])[CH3:27])=[O:24])[CH2:19][CH2:18]3)=[CH:15][CH:16]=[C:11]2[N:10]=[CH:9]1)=O)(C)(C)C.C[O:31][C:32](=O)[C:33]1[CH:38]=[CH:37][N:36]=[C:35]([Br:39])[CH:34]=1.C([N-]C(C)C)(C)C.[Li+]. The catalyst is O1CCCC1. The product is [C:26]([O:25][C:23]([N:20]1[CH2:19][CH2:18][N:17]([C:14]2[N:13]=[C:12]3[NH:8][C:9]([C:32]([C:33]4[CH:38]=[CH:37][N:36]=[C:35]([Br:39])[CH:34]=4)=[O:31])=[N:10][C:11]3=[CH:16][CH:15]=2)[CH2:22][CH2:21]1)=[O:24])([CH3:27])([CH3:28])[CH3:29]. The yield is 0.166. (9) The reactants are [CH2:1]([CH2:3][NH2:4])[OH:2].[H-].[Na+].[Cl:7][C:8]1[CH:13]=[CH:12][CH:11]=[C:10](Cl)[N:9]=1.C(Cl)Cl. The catalyst is O1CCOCC1. The product is [Cl:7][C:8]1[N:9]=[C:10]([O:2][CH2:1][CH2:3][NH2:4])[CH:11]=[CH:12][CH:13]=1. The yield is 0.650. (10) The reactants are [F:1][C:2]([F:21])([F:20])[C:3]([N:5]1[CH2:10][CH2:9][CH:8]([C:11]2[CH:19]=[CH:18][C:14]([C:15](Cl)=[O:16])=[CH:13][CH:12]=2)[CH2:7][CH2:6]1)=[O:4].CCN(C(C)C)C(C)C. The catalyst is CCOC(C)=O.[Pd]. The product is [F:21][C:2]([F:1])([F:20])[C:3]([N:5]1[CH2:6][CH2:7][CH:8]([C:11]2[CH:12]=[CH:13][C:14]([CH:15]=[O:16])=[CH:18][CH:19]=2)[CH2:9][CH2:10]1)=[O:4]. The yield is 0.590.